From a dataset of Forward reaction prediction with 1.9M reactions from USPTO patents (1976-2016). Predict the product of the given reaction. (1) Given the reactants [N:1]12[CH2:8][CH2:7][C:4]([C:9]([C:17]3[CH:22]=[CH:21][CH:20]=[CH:19][CH:18]=3)([C:11]3[CH:16]=[CH:15][CH:14]=[CH:13][CH:12]=3)[OH:10])([CH2:5][CH2:6]1)[CH2:3][CH2:2]2.[Br:23][CH2:24][CH2:25][CH2:26][C:27]([O:29][CH2:30][CH3:31])=[O:28], predict the reaction product. The product is: [Br-:23].[CH2:30]([O:29][C:27](=[O:28])[CH2:26][CH2:25][CH2:24][N+:1]12[CH2:6][CH2:5][C:4]([C:9]([OH:10])([C:17]3[CH:22]=[CH:21][CH:20]=[CH:19][CH:18]=3)[C:11]3[CH:12]=[CH:13][CH:14]=[CH:15][CH:16]=3)([CH2:3][CH2:2]1)[CH2:7][CH2:8]2)[CH3:31]. (2) Given the reactants [Br:1][C:2]1[C:7]([CH2:8][CH3:9])=[C:6]([N+:10]([O-:12])=[O:11])[CH:5]=[CH:4][C:3]=1[CH3:13].[NH:14]1[CH2:18][CH2:17][CH2:16][CH2:15]1.[CH3:19]N(C=O)C.CC(N(C)C)=O, predict the reaction product. The product is: [Br:1][C:2]1[C:3]([CH2:13][CH3:19])=[CH:4][CH:5]=[C:6]([N+:10]([O-:12])=[O:11])[C:7]=1[CH:8]=[CH:9][N:14]1[CH2:18][CH2:17][CH2:16][CH2:15]1. (3) The product is: [CH3:7][O:6][C:4]([C:3]1([C:1]#[N:2])[CH2:11][CH2:10][CH2:9]1)=[O:5]. Given the reactants [C:1]([CH2:3][C:4]([O:6][CH3:7])=[O:5])#[N:2].N12CCCN=C1CC[CH2:11][CH2:10][CH2:9]2.CC(C)=O.BrCCCBr, predict the reaction product. (4) Given the reactants Cl.C12(N)CC3[CH2:7][CH:8]([CH2:10]C(C3)C1)[CH2:9]2.CC[N:15]([CH:19](C)C)C(C)C.[CH3:22][C:23]1([CH3:44])[CH2:28][N:27]([C:29]2[C:34]([Cl:35])=[CH:33][C:32]([Cl:36])=[CH:31][C:30]=2[Cl:37])[S:26](=[O:39])(=[O:38])[N:25]([CH2:40][C:41](O)=[O:42])[CH2:24]1.CCN=C=NCCCN(C)C.[CH:56]1[CH:57]=[CH:58][C:59]2[N:64](O)N=N[C:60]=2[CH:61]=1.CS(C)=[O:68], predict the reaction product. The product is: [CH3:44][C:23]1([CH3:22])[CH2:28][N:27]([C:29]2[C:30]([Cl:37])=[CH:31][C:32]([Cl:36])=[CH:33][C:34]=2[Cl:35])[S:26](=[O:38])(=[O:39])[N:25]([CH2:40][C:41]([NH:64][CH:59]2[CH:58]3[CH2:57][C:56]4([C:19]([NH2:15])=[O:68])[CH2:10][CH:8]([CH2:7][CH:60]2[CH2:61]4)[CH2:9]3)=[O:42])[CH2:24]1. (5) Given the reactants [CH:1]1([CH:4]2[C:13]3=[CH:14][N:15](COCC[Si](C)(C)C)[N:16]=[C:12]3[C:11]3[CH:10]=[C:9]([F:25])[C:8]([F:26])=[CH:7][C:6]=3[N:5]2[S:27]([C:30]2[CH:35]=[CH:34][C:33]([C:36]([F:39])([F:38])[F:37])=[CH:32][CH:31]=2)(=[O:29])=[O:28])[CH2:3][CH2:2]1.Cl, predict the reaction product. The product is: [CH:1]1([CH:4]2[C:13]3=[CH:14][NH:15][N:16]=[C:12]3[C:11]3[CH:10]=[C:9]([F:25])[C:8]([F:26])=[CH:7][C:6]=3[N:5]2[S:27]([C:30]2[CH:35]=[CH:34][C:33]([C:36]([F:37])([F:38])[F:39])=[CH:32][CH:31]=2)(=[O:29])=[O:28])[CH2:2][CH2:3]1. (6) Given the reactants [C:1]([C:5]1[CH:6]=[C:7]([C:15]2[NH:19][C:18]([C:20]([NH:22][C@H:23]3[CH2:26][C@H:25]([C:27]([O:29]C)=[O:28])[CH2:24]3)=[O:21])=[C:17]([Cl:31])[C:16]=2[CH2:32][CH:33]2[CH2:38][CH2:37][CH2:36][CH2:35][CH2:34]2)[CH:8]=[C:9]([C:11]2([CH3:14])[CH2:13][CH2:12]2)[CH:10]=1)([CH3:4])([CH3:3])[CH3:2].[Li+].[OH-].Cl, predict the reaction product. The product is: [C:1]([C:5]1[CH:6]=[C:7]([C:15]2[NH:19][C:18]([C:20]([NH:22][C@H:23]3[CH2:24][C@H:25]([C:27]([OH:29])=[O:28])[CH2:26]3)=[O:21])=[C:17]([Cl:31])[C:16]=2[CH2:32][CH:33]2[CH2:34][CH2:35][CH2:36][CH2:37][CH2:38]2)[CH:8]=[C:9]([C:11]2([CH3:14])[CH2:12][CH2:13]2)[CH:10]=1)([CH3:2])([CH3:3])[CH3:4]. (7) Given the reactants Cl[CH2:2][CH2:3][C:4]1[CH:9]=[CH:8][C:7]([O:10][CH3:11])=[C:6]([O:12][CH3:13])[CH:5]=1.[C:14]([O:18][C:19]([N:21]1[CH2:26][CH2:25][NH:24][CH2:23][CH2:22]1)=[O:20])([CH3:17])([CH3:16])[CH3:15].C([O-])([O-])=O.[K+].[K+].[Na+].[I-], predict the reaction product. The product is: [C:14]([O:18][C:19]([N:21]1[CH2:26][CH2:25][N:24]([CH2:2][CH2:3][C:4]2[CH:9]=[CH:8][C:7]([O:10][CH3:11])=[C:6]([O:12][CH3:13])[CH:5]=2)[CH2:23][CH2:22]1)=[O:20])([CH3:17])([CH3:15])[CH3:16]. (8) Given the reactants [F:1][C:2]([F:7])([F:6])[C:3]([OH:5])=[O:4].[F:8][C:9]([F:14])([F:13])[C:10]([OH:12])=[O:11].FC(F)(F)C(O)=O.[Cl:22][C:23]1[CH:24]=[N:25][C:26]2[NH:27][C:28]3[CH:29]=[N:30][CH:31]=[C:32]([CH:54]=3)[CH2:33][CH2:34][C:35]3[CH:43]=[C:39]([NH:40][C:41]=1[N:42]=2)[CH:38]=[CH:37][C:36]=3[NH:44][C:45](=[O:53])[CH2:46][CH:47]1[CH2:52][CH2:51][NH:50][CH2:49][CH2:48]1.[N:55]([C:58]1[CH:63]=[CH:62][CH:61]=[CH:60][C:59]=1[CH3:64])=[C:56]=[O:57], predict the reaction product. The product is: [F:1][C:2]([F:7])([F:6])[C:3]([OH:5])=[O:4].[F:8][C:9]([F:14])([F:13])[C:10]([OH:12])=[O:11].[Cl:22][C:23]1[CH:24]=[N:25][C:26]2[NH:27][C:28]3[CH:29]=[N:30][CH:31]=[C:32]([CH:54]=3)[CH2:33][CH2:34][C:35]3[CH:43]=[C:39]([NH:40][C:41]=1[N:42]=2)[CH:38]=[CH:37][C:36]=3[NH:44][C:45](=[O:53])[CH2:46][CH:47]1[CH2:52][CH2:51][N:50]([C:56]([NH:55][C:58]2[CH:63]=[CH:62][CH:61]=[CH:60][C:59]=2[CH3:64])=[O:57])[CH2:49][CH2:48]1. (9) The product is: [CH2:1]([CH:3]1[CH2:8][CH2:7][N:6]([CH2:10][C:11]#[N:12])[CH2:5][CH2:4]1)[CH3:2]. Given the reactants [CH2:1]([CH:3]1[CH2:8][CH2:7][NH:6][CH2:5][CH2:4]1)[CH3:2].Cl[CH2:10][C:11]#[N:12], predict the reaction product.